Predict the reaction yield, written as a fraction of the theoretical maximum amount of product (1.0 means a 100% yield; for example, 0.34 means a 34% yield). From a dataset of Reaction yield outcomes from USPTO patents with 853,638 reactions. The reactants are C(=O)([O-])[O-].[K+].[K+].[F:7][C:8]([F:46])([F:45])[C:9]1[CH:10]=[C:11]([CH:38]=[C:39]([C:41]([F:44])([F:43])[F:42])[CH:40]=1)[CH2:12][NH:13][CH2:14][C:15]1[C:16]([N:25]2[CH2:30][CH2:29][N:28]([CH2:31][CH:32]3[CH2:37][CH2:36][CH2:35][CH2:34][CH2:33]3)[CH2:27][CH2:26]2)=[N:17][C:18]2[C:23]([CH:24]=1)=[CH:22][CH:21]=[CH:20][CH:19]=2.Cl[C:48]([O:50][CH2:51][CH3:52])=[O:49].O. The catalyst is C1COCC1. The product is [CH2:51]([O:50][C:48](=[O:49])[N:13]([CH2:12][C:11]1[CH:38]=[C:39]([C:41]([F:44])([F:42])[F:43])[CH:40]=[C:9]([C:8]([F:7])([F:45])[F:46])[CH:10]=1)[CH2:14][C:15]1[C:16]([N:25]2[CH2:30][CH2:29][N:28]([CH2:31][CH:32]3[CH2:33][CH2:34][CH2:35][CH2:36][CH2:37]3)[CH2:27][CH2:26]2)=[N:17][C:18]2[C:23]([CH:24]=1)=[CH:22][CH:21]=[CH:20][CH:19]=2)[CH3:52]. The yield is 0.810.